Dataset: Reaction yield outcomes from USPTO patents with 853,638 reactions. Task: Predict the reaction yield, written as a fraction of the theoretical maximum amount of product (1.0 means a 100% yield; for example, 0.34 means a 34% yield). (1) The reactants are N[C@H:2]([C:6]([OH:8])=[O:7])[CH2:3][CH2:4][OH:5].[CH3:21][C:20]([O:19][C:17](O[C:17]([O:19][C:20]([CH3:23])([CH3:22])[CH3:21])=[O:18])=[O:18])([CH3:23])[CH3:22]. The catalyst is [OH-].[Na+].CCO.C1COCC1. The product is [C:20]([O:19][C:17]([C@@H:2]([CH2:3][CH2:4][OH:5])[C:6]([OH:8])=[O:7])=[O:18])([CH3:21])([CH3:22])[CH3:23]. The yield is 0.790. (2) The reactants are Br[C:2]1[CH:3]=[N:4][CH:5]=[CH:6][C:7]=1[CH3:8].[C:9](=[N:22][NH2:23])([C:16]1[CH:21]=[CH:20][CH:19]=[CH:18][CH:17]=1)[C:10]1[CH:15]=[CH:14][CH:13]=[CH:12][CH:11]=1.C1(P(C2C=CC=CC=2)C2C3OC4C(=CC=CC=4P(C4C=CC=CC=4)C4C=CC=CC=4)C(C)(C)C=3C=CC=2)C=CC=CC=1.CC(C)([O-])C.[Na+]. The catalyst is C1(C)C=CC=CC=1. The product is [C:10]1([C:9]([C:16]2[CH:21]=[CH:20][CH:19]=[CH:18][CH:17]=2)=[N:22][NH:23][C:2]2[CH:3]=[N:4][CH:5]=[CH:6][C:7]=2[CH3:8])[CH:11]=[CH:12][CH:13]=[CH:14][CH:15]=1. The yield is 0.600. (3) The reactants are [NH2:1][C@@H:2]([CH2:7][C:8]1[CH:13]=[C:12]([O:14][CH3:15])[C:11]([C:16]2[CH:21]=[CH:20][CH:19]=[CH:18][CH:17]=2)=[C:10]([O:22][CH3:23])[CH:9]=1)[C:3]([O:5][CH3:6])=[O:4].[O:24]=[C:25]1[C:28]2([CH2:33][CH2:32][CH2:31][CH2:30][CH2:29]2)[C:27](O)=[CH:26]1. The catalyst is C(Cl)Cl. The product is [O:24]=[C:25]1[C:28]2([CH2:33][CH2:32][CH2:31][CH2:30][CH2:29]2)[C:27]([NH:1][C@@H:2]([CH2:7][C:8]2[CH:9]=[C:10]([O:22][CH3:23])[C:11]([C:16]3[CH:21]=[CH:20][CH:19]=[CH:18][CH:17]=3)=[C:12]([O:14][CH3:15])[CH:13]=2)[C:3]([O:5][CH3:6])=[O:4])=[CH:26]1. The yield is 0.920. (4) The catalyst is C(O)C(C)C.O.C1(C)C=CC(S(O)(=O)=O)=CC=1. The reactants are [CH3:1][N:2]([C:4]([N:6]=[C:7]([NH2:9])[NH2:8])=[NH:5])[CH3:3].[ClH:10].[CH2:11](OC(OCC)C)[CH3:12]. The yield is 0.774. The product is [ClH:10].[NH2:8][C:7]1[NH:6][C:4]([N:2]([CH3:3])[CH3:1])=[N:5][CH:11]([CH3:12])[N:9]=1. (5) The catalyst is O.Cl.[OH-].[K+]. The yield is 0.200. The reactants are [NH2:1][C:2]1[CH:10]=[C:9]([C:11]([OH:13])=[O:12])[CH:8]=[CH:7][C:3]=1[C:4]([OH:6])=[O:5].[N:14]([O-])=O.[Na+].[Cl:18][C:19]1[CH:24]=[CH:23][CH:22]=[C:21]([Cl:25])[C:20]=1[OH:26]. The product is [Cl:18][C:19]1[CH:24]=[C:23]([N:14]=[N:1][C:2]2[CH:10]=[C:9]([C:11]([OH:13])=[O:12])[CH:8]=[CH:7][C:3]=2[C:4]([OH:6])=[O:5])[CH:22]=[C:21]([Cl:25])[C:20]=1[OH:26]. (6) The reactants are [C:1]([NH:4][CH2:5][CH2:6][CH:7]1[C:15]2[C:10](=[CH:11][CH:12]=[C:13]([NH:17][C:18](=[O:28])[CH2:19][CH2:20][CH2:21][C:22]3[CH:27]=[CH:26][CH:25]=[CH:24][CH:23]=3)[C:14]=2O)[CH2:9][CH2:8]1)(=[O:3])[CH3:2].C1(C)C=CC(S([O-])(=O)=O)=CC=1.[NH+]1C=CC=CC=1. The catalyst is C1(C)C(C)=CC=CC=1. The product is [C:22]1([CH2:21][CH2:20][CH2:19][C:18]2[O:28][C:14]3[C:15]4[CH:7]([CH2:6][CH2:5][NH:4][C:1](=[O:3])[CH3:2])[CH2:8][CH2:9][C:10]=4[CH:11]=[CH:12][C:13]=3[N:17]=2)[CH:23]=[CH:24][CH:25]=[CH:26][CH:27]=1. The yield is 0.830. (7) The reactants are [C:1]([O:5][C:6]([N:8]1[CH2:13][CH2:12][N:11]([C:14]2[CH:19]=[CH:18][CH:17]=[C:16]([C:20]3[NH:24][C:23]4[CH:25]=[CH:26][CH:27]=[CH:28][C:22]=4[N:21]=3)[CH:15]=2)[CH2:10][CH2:9]1)=[O:7])([CH3:4])([CH3:3])[CH3:2].[H-].[Na+].[CH3:31]I.Cl. The catalyst is C1COCC1.O. The product is [C:1]([O:5][C:6]([N:8]1[CH2:13][CH2:12][N:11]([C:14]2[CH:19]=[CH:18][CH:17]=[C:16]([C:20]3[N:21]([CH3:31])[C:22]4[CH:28]=[CH:27][CH:26]=[CH:25][C:23]=4[N:24]=3)[CH:15]=2)[CH2:10][CH2:9]1)=[O:7])([CH3:4])([CH3:2])[CH3:3]. The yield is 0.880. (8) The reactants are [Br:1][C:2]1[CH:3]=[N:4][N:5]([CH3:18])[C:6]=1[C:7]1[CH:8]=[C:9]([C:15]([OH:17])=O)[S:10][C:11]=1[CH2:12][CH2:13][CH3:14].[NH2:19][C@@H:20]([CH2:33][C:34]1[CH:39]=[CH:38][CH:37]=[CH:36][C:35]=1[C:40]([F:43])([F:42])[F:41])[CH2:21][N:22]1[C:30](=[O:31])[C:29]2[C:24](=[CH:25][CH:26]=[CH:27][CH:28]=2)[C:23]1=[O:32].C(N(C(C)C)CC)(C)C.F[P-](F)(F)(F)(F)F.Br[P+](N1CCCC1)(N1CCCC1)N1CCCC1. The catalyst is C(Cl)Cl. The product is [Br:1][C:2]1[CH:3]=[N:4][N:5]([CH3:18])[C:6]=1[C:7]1[CH:8]=[C:9]([C:15]([NH:19][C@@H:20]([CH2:33][C:34]2[CH:39]=[CH:38][CH:37]=[CH:36][C:35]=2[C:40]([F:43])([F:41])[F:42])[CH2:21][N:22]2[C:30](=[O:31])[C:29]3[C:24](=[CH:25][CH:26]=[CH:27][CH:28]=3)[C:23]2=[O:32])=[O:17])[S:10][C:11]=1[CH2:12][CH2:13][CH3:14]. The yield is 0.720. (9) The reactants are [F:1][C:2]1[C:7]([O:8][CH3:9])=[CH:6][C:5]([O:10][CH3:11])=[CH:4][C:3]=1[C:12]1[C:25](=[O:26])[N:24]([CH2:27][CH2:28][C:29]2[CH:34]=[CH:33][CH:32]=[C:31]([N+:35]([O-:37])=[O:36])[CH:30]=2)[C:15]2[N:16]=[C:17](S(C)(=O)=O)[N:18]=[CH:19][C:14]=2[CH:13]=1.[NH2:38][CH2:39][CH2:40][CH2:41][CH2:42][N:43]([CH2:46][CH3:47])[CH2:44][CH3:45]. The catalyst is CC(O)(C)C.O. The product is [CH2:44]([N:43]([CH2:46][CH3:47])[CH2:42][CH2:41][CH2:40][CH2:39][NH:38][C:17]1[N:18]=[CH:19][C:14]2[CH:13]=[C:12]([C:3]3[CH:4]=[C:5]([O:10][CH3:11])[CH:6]=[C:7]([O:8][CH3:9])[C:2]=3[F:1])[C:25](=[O:26])[N:24]([CH2:27][CH2:28][C:29]3[CH:34]=[CH:33][CH:32]=[C:31]([N+:35]([O-:37])=[O:36])[CH:30]=3)[C:15]=2[N:16]=1)[CH3:45]. The yield is 0.850.